This data is from Forward reaction prediction with 1.9M reactions from USPTO patents (1976-2016). The task is: Predict the product of the given reaction. (1) Given the reactants [N+:1]([C:4]1[CH:5]=[C:6]2[C:11](=[O:12])[O:10][C:8](=O)[C:7]2=[CH:13][CH:14]=1)([O-:3])=[O:2].[NH2:15][CH2:16][CH2:17][CH2:18][CH2:19][C:20]([OH:22])=[O:21], predict the reaction product. The product is: [N+:1]([C:4]1[CH:5]=[C:6]2[C:11](=[O:12])[N:15]([CH2:16][CH2:17][CH2:18][CH2:19][C:20]([OH:22])=[O:21])[C:8](=[O:10])[C:7]2=[CH:13][CH:14]=1)([O-:3])=[O:2]. (2) Given the reactants [CH2:1]([O:8][C:9]1[CH:14]=[C:13]([N:15]2[CH:19]=[C:18]([F:20])[C:17]([F:21])=[CH:16]2)[CH:12]=[CH:11][C:10]=1[N:22]1[CH:27]=[C:26]([O:28][CH3:29])[C:25](=[O:30])[C:24]([C:31](N(OC)C)=[O:32])=[N:23]1)[C:2]1[CH:7]=[CH:6][CH:5]=[CH:4][CH:3]=1.[CH3:37][Mg]Br.Cl, predict the reaction product. The product is: [C:31]([C:24]1[C:25](=[O:30])[C:26]([O:28][CH3:29])=[CH:27][N:22]([C:10]2[CH:11]=[CH:12][C:13]([N:15]3[CH:16]=[C:17]([F:21])[C:18]([F:20])=[CH:19]3)=[CH:14][C:9]=2[O:8][CH2:1][C:2]2[CH:3]=[CH:4][CH:5]=[CH:6][CH:7]=2)[N:23]=1)(=[O:32])[CH3:37]. (3) Given the reactants F[C:2]1[N:10]=[C:9]2[C:5]([NH:6][CH:7]=[N:8]2)=[C:4]([Cl:11])[N:3]=1.C1C=C(Cl)C=C(C(OO)=O)C=1.[N:23]1C=CC=CC=1, predict the reaction product. The product is: [NH2:23][C:2]1[N:10]=[C:9]2[C:5]([NH:6][CH:7]=[N:8]2)=[C:4]([Cl:11])[N:3]=1.